This data is from Reaction yield outcomes from USPTO patents with 853,638 reactions. The task is: Predict the reaction yield, written as a fraction of the theoretical maximum amount of product (1.0 means a 100% yield; for example, 0.34 means a 34% yield). (1) The reactants are [Si:1]([O:8][CH2:9][CH2:10][CH2:11][N:12]1[C:17](=[O:18])[C:16]2[CH:19]=[C:20]([Cl:23])[N:21]=[CH:22][C:15]=2[N:14]([CH3:24])[C:13]1=[O:25])([C:4]([CH3:7])([CH3:6])[CH3:5])([CH3:3])[CH3:2].[Li+].CC([N-]C(C)C)C.[Cl:34][C:35]1[CH:42]=[CH:41][C:38]([CH:39]=[O:40])=[CH:37][CH:36]=1. The catalyst is C1COCC1. The product is [Si:1]([O:8][CH2:9][CH2:10][CH2:11][N:12]1[C:17](=[O:18])[C:16]2[C:19]([CH:39]([C:38]3[CH:41]=[CH:42][C:35]([Cl:34])=[CH:36][CH:37]=3)[OH:40])=[C:20]([Cl:23])[N:21]=[CH:22][C:15]=2[N:14]([CH3:24])[C:13]1=[O:25])([C:4]([CH3:6])([CH3:7])[CH3:5])([CH3:3])[CH3:2]. The yield is 0.300. (2) The reactants are [O:1]=[C:2]1[C:11]2[CH:10]=[CH:9][CH:8]=[C:7]3[NH:12][CH:13]([C:21]4[CH:28]=[CH:27][C:24]([CH:25]=O)=[CH:23][CH:22]=4)[CH:14]([C:15]4[CH:20]=[CH:19][CH:18]=[CH:17][CH:16]=4)[C:5]([C:6]=23)=[N:4][NH:3]1.[C:29](O)(=O)[CH3:30].[NH:33]1C[CH2:35][CH2:34]1.C(O[BH-](OC(=O)C)OC(=O)C)(=O)C.[Na+]. The catalyst is ClCCl.CO. The product is [C:15]1([CH:14]2[C:5]3=[N:4][NH:3][C:2](=[O:1])[C:11]4[CH:10]=[CH:9][CH:8]=[C:7]([C:6]=43)[NH:12][CH:13]2[C:21]2[CH:28]=[CH:27][C:24]([CH2:25][N:33]3[CH2:30][CH2:29][CH2:35][CH2:34]3)=[CH:23][CH:22]=2)[CH:16]=[CH:17][CH:18]=[CH:19][CH:20]=1. The yield is 0.510.